Dataset: Catalyst prediction with 721,799 reactions and 888 catalyst types from USPTO. Task: Predict which catalyst facilitates the given reaction. (1) Reactant: [CH2:1]([O:3][C:4](=[O:16])[CH2:5][C@H:6]1[CH2:11][CH2:10][C@H:9]([CH2:12][NH:13][CH2:14][CH3:15])[CH2:8][CH2:7]1)[CH3:2].F[C:18]1[CH:25]=[CH:24][C:23]([C:26]([F:29])([F:28])[F:27])=[CH:22][C:19]=1[CH:20]=[O:21].C(=O)([O-])[O-].[K+].[K+]. Product: [CH2:14]([N:13]([CH2:12][C@H:9]1[CH2:10][CH2:11][C@H:6]([CH2:5][C:4]([O:3][CH2:1][CH3:2])=[O:16])[CH2:7][CH2:8]1)[C:18]1[CH:25]=[CH:24][C:23]([C:26]([F:29])([F:28])[F:27])=[CH:22][C:19]=1[CH:20]=[O:21])[CH3:15]. The catalyst class is: 11. (2) Reactant: C[O:2][C:3]([C:5]1[N:6]=[C:7]([O:10][C:11]2[CH:12]=[C:13]([CH3:27])[C:14]3[CH:18]([CH2:19][C:20]([O:22]CC)=[O:21])[O:17][B:16]([OH:25])[C:15]=3[CH:26]=2)[S:8][CH:9]=1)=[O:4].[Li+].[OH-]. Product: [C:20]([CH2:19][CH:18]1[O:17][B:16]([OH:25])[C:15]2[CH:26]=[C:11]([O:10][C:7]3[S:8][CH:9]=[C:5]([C:3]([OH:4])=[O:2])[N:6]=3)[CH:12]=[C:13]([CH3:27])[C:14]1=2)([OH:22])=[O:21]. The catalyst class is: 20.